This data is from Full USPTO retrosynthesis dataset with 1.9M reactions from patents (1976-2016). The task is: Predict the reactants needed to synthesize the given product. (1) Given the product [N+:8]([C:5]1[CH:6]=[CH:7][C:2]([N:11]2[CH2:16][CH2:15][O:14][CH2:13][CH2:12]2)=[CH:3][CH:4]=1)([O-:10])=[O:9], predict the reactants needed to synthesize it. The reactants are: Cl[C:2]1[CH:7]=[CH:6][C:5]([N+:8]([O-:10])=[O:9])=[CH:4][CH:3]=1.[NH:11]1[CH2:16][CH2:15][O:14][CH2:13][CH2:12]1.C(=O)([O-])[O-].[K+].[K+]. (2) Given the product [CH:21]([N:13]1[C:14]2=[N:15][CH:16]=[N:17][C:18]([NH2:20])=[C:19]2[C:11]([C:5]2[CH:6]=[N:1][CH:2]=[N:3][CH:4]=2)=[N:12]1)([CH3:23])[CH3:22], predict the reactants needed to synthesize it. The reactants are: [N:1]1[CH:6]=[C:5](B(O)O)[CH:4]=[N:3][CH:2]=1.I[C:11]1[C:19]2[C:14](=[N:15][CH:16]=[N:17][C:18]=2[NH2:20])[N:13]([CH:21]([CH3:23])[CH3:22])[N:12]=1.C([O-])([O-])=O.[Na+].[Na+]. (3) Given the product [Br-:17].[CH3:19][N:20]1[CH2:25][CH2:24][N:23]([C:5]2[CH:4]=[C:3]([CH3:2])[C:16]3[C:7]([CH:6]=2)=[S+:8][C:9]2[C:14](=[CH:13][CH:12]=[C:11]([N:23]4[CH2:24][CH2:25][N:20]([CH3:19])[CH2:21][CH2:22]4)[CH:10]=2)[N:15]=3)[CH2:22][CH2:21]1, predict the reactants needed to synthesize it. The reactants are: [Br-].[CH3:2][C:3]1[C:16]2[NH2+:15][C:14]3[C:9](=[CH:10][C:11]([Br:17])=[CH:12][CH:13]=3)[S:8][C:7]=2[CH:6]=[C:5](Br)[CH:4]=1.[CH3:19][N:20]1[CH2:25][CH2:24][NH:23][CH2:22][CH2:21]1. (4) Given the product [OH:3][NH:2][C:15]([CH:9]1[CH2:14][CH2:13][CH2:12][CH2:11][CH2:10]1)=[NH:16], predict the reactants needed to synthesize it. The reactants are: Cl.[NH2:2][OH:3].C(=O)(O)[O-].[Na+].[CH:9]1([C:15]#[N:16])[CH2:14][CH2:13][CH2:12][CH2:11][CH2:10]1.C1(C)C=CC=CC=1. (5) Given the product [I:25][C:21]1[CH:22]=[C:23]([CH3:24])[C:14]2[O:19][NH:18][C:16](=[O:17])[C:15]=2[CH:20]=1, predict the reactants needed to synthesize it. The reactants are: C(N1C=CN=C1)(N1C=CN=C1)=O.O[C:14]1[C:23]([CH3:24])=[CH:22][C:21]([I:25])=[CH:20][C:15]=1[C:16]([NH:18][OH:19])=[O:17]. (6) The reactants are: [CH3:1][Si](C=[N+]=[N-])(C)C.[Cl:8][C:9]1[C:17]([N+:18]([O-:20])=[O:19])=[CH:16][C:12]([C:13]([OH:15])=[O:14])=[CH:11][N:10]=1. Given the product [Cl:8][C:9]1[C:17]([N+:18]([O-:20])=[O:19])=[CH:16][C:12]([C:13]([O:15][CH3:1])=[O:14])=[CH:11][N:10]=1, predict the reactants needed to synthesize it.